From a dataset of Full USPTO retrosynthesis dataset with 1.9M reactions from patents (1976-2016). Predict the reactants needed to synthesize the given product. (1) Given the product [N:17]1[C:3]([CH2:4][C:5]([O:7][CH2:8][CH3:9])=[O:6])=[CH:2][N:11]2[CH:16]=[CH:15][CH:14]=[CH:13][C:12]=12, predict the reactants needed to synthesize it. The reactants are: Cl[CH2:2][C:3](=O)[CH2:4][C:5]([O:7][CH2:8][CH3:9])=[O:6].[N:11]1[CH:16]=[CH:15][CH:14]=[CH:13][C:12]=1[NH2:17]. (2) Given the product [CH2:9]([O:8][C:6]([C:4]1[CH:5]=[N:1][N:2]([CH2:13][C:14]2[CH:19]=[CH:18][CH:17]=[CH:16][CH:15]=2)[CH:3]=1)=[O:7])[CH3:10], predict the reactants needed to synthesize it. The reactants are: [NH:1]1[CH:5]=[C:4]([C:6]([O:8][CH2:9][CH3:10])=[O:7])[CH:3]=[N:2]1.[H-].[Na+].[CH2:13](Br)[C:14]1[CH:19]=[CH:18][CH:17]=[CH:16][CH:15]=1.